Dataset: Peptide-MHC class II binding affinity with 134,281 pairs from IEDB. Task: Regression. Given a peptide amino acid sequence and an MHC pseudo amino acid sequence, predict their binding affinity value. This is MHC class II binding data. (1) The peptide sequence is MGRDIKVQFQSGGAN. The MHC is HLA-DQA10401-DQB10402 with pseudo-sequence HLA-DQA10401-DQB10402. The binding affinity (normalized) is 0.0226. (2) The peptide sequence is AYGSFVRTVSLPVGA. The MHC is HLA-DQA10301-DQB10302 with pseudo-sequence HLA-DQA10301-DQB10302. The binding affinity (normalized) is 0.135. (3) The peptide sequence is QKKPDFILATDIAEM. The binding affinity (normalized) is 0.436. The MHC is DRB1_0301 with pseudo-sequence DRB1_0301. (4) The peptide sequence is ERSLWIIFSKNLNIK. The MHC is DRB4_0101 with pseudo-sequence DRB4_0103. The binding affinity (normalized) is 0.606. (5) The peptide sequence is GEAQIVDKIDAAFKI. The MHC is DRB1_1201 with pseudo-sequence DRB1_1201. The binding affinity (normalized) is 0.627. (6) The peptide sequence is LALVGFLGGLITGTS. The binding affinity (normalized) is 0.143. The MHC is HLA-DQA10201-DQB10202 with pseudo-sequence HLA-DQA10201-DQB10202. (7) The peptide sequence is GMTGCGNTPIFKSGR. The MHC is DRB3_0101 with pseudo-sequence DRB3_0101. The binding affinity (normalized) is 0.162.